Dataset: Full USPTO retrosynthesis dataset with 1.9M reactions from patents (1976-2016). Task: Predict the reactants needed to synthesize the given product. (1) Given the product [CH2:11]([N:18]1[CH2:23][CH2:22][C:21]2([NH:10][C:1](=[O:9])[C:2]3[CH:8]=[CH:7][CH:6]=[CH:5][C:3]=3[O:4]2)[CH2:20][CH2:19]1)[C:12]1[CH:17]=[CH:16][CH:15]=[CH:14][CH:13]=1, predict the reactants needed to synthesize it. The reactants are: [C:1]([NH2:10])(=[O:9])[C:2]1[C:3](=[CH:5][CH:6]=[CH:7][CH:8]=1)[OH:4].[CH2:11]([N:18]1[CH2:23][CH2:22][C:21](=O)[CH2:20][CH2:19]1)[C:12]1[CH:17]=[CH:16][CH:15]=[CH:14][CH:13]=1.O.C1(C)C=CC(S(O)(=O)=O)=CC=1. (2) Given the product [C:24]([O:28][C:29]([N:31]1[CH2:36][CH2:35][C:34]([CH2:39][CH2:40][CH2:41][NH:42][C:18]2[N:17]=[C:16]([C:13]3[S:12][C:11]4[CH:10]=[CH:9][CH:8]=[C:7]([C:5](=[O:6])[NH:4][CH:1]5[CH2:3][CH2:2]5)[C:15]=4[CH:14]=3)[C:21]([Cl:22])=[CH:20][N:19]=2)([CH2:37][CH3:38])[CH2:33][CH2:32]1)=[O:30])([CH3:25])([CH3:27])[CH3:26], predict the reactants needed to synthesize it. The reactants are: [CH:1]1([NH:4][C:5]([C:7]2[C:15]3[CH:14]=[C:13]([C:16]4[C:21]([Cl:22])=[CH:20][N:19]=[C:18](Cl)[N:17]=4)[S:12][C:11]=3[CH:10]=[CH:9][CH:8]=2)=[O:6])[CH2:3][CH2:2]1.[C:24]([O:28][C:29]([N:31]1[CH2:36][CH2:35][C:34]([CH2:39][CH2:40][CH2:41][NH2:42])([CH2:37][CH3:38])[CH2:33][CH2:32]1)=[O:30])([CH3:27])([CH3:26])[CH3:25].C(N(C(C)C)CC)(C)C. (3) Given the product [CH3:2][CH:3]1[CH:8]2[CH2:9][CH:5]([CH:6]([O:10][C:11]3[CH:16]=[CH:15][C:14]([C:17]([F:19])([F:18])[F:20])=[CH:13][N:12]=3)[CH2:7]2)[NH:4]1, predict the reactants needed to synthesize it. The reactants are: Cl.[CH3:2][CH:3]1[CH:8]2[CH2:9][CH:5]([CH:6]([O:10][C:11]3[CH:16]=[CH:15][C:14]([C:17]([F:20])([F:19])[F:18])=[CH:13][N:12]=3)[CH2:7]2)[N:4]1C(OC(C)(C)C)=O. (4) Given the product [CH3:30][O:29][CH2:9][C@H:8]1[CH2:2][CH2:3][C@@H:4]2[C@@H:6]([CH2:5]2)[O:7]1, predict the reactants needed to synthesize it. The reactants are: I[C@H:2]1[C@H:8]2[CH2:9][C@H:5]([C:6](=O)[O:7]2)[CH2:4][CH2:3]1.CSC.B.C[Si]([N-][Si](C)(C)C)(C)C.[K+].CI.[Cl-].[NH4+].[O:29]1CCC[CH2:30]1.